The task is: Regression. Given a peptide amino acid sequence and an MHC pseudo amino acid sequence, predict their binding affinity value. This is MHC class II binding data.. This data is from Peptide-MHC class II binding affinity with 134,281 pairs from IEDB. (1) The peptide sequence is PASWKNNRIWLQFAK. The MHC is DRB1_1101 with pseudo-sequence DRB1_1101. The binding affinity (normalized) is 0.673. (2) The peptide sequence is LIDDVLAILPLDDLK. The MHC is DRB1_0901 with pseudo-sequence DRB1_0901. The binding affinity (normalized) is 0.218. (3) The peptide sequence is ATGLCFFGVALFCGCGHEAL. The MHC is DRB1_1501 with pseudo-sequence DRB1_1501. The binding affinity (normalized) is 0. (4) The peptide sequence is EVTMLYVVASPDLMT. The MHC is DRB1_1501 with pseudo-sequence DRB1_1501. The binding affinity (normalized) is 0.630. (5) The peptide sequence is GFIGFCKSMGSKCVR. The MHC is DRB3_0101 with pseudo-sequence DRB3_0101. The binding affinity (normalized) is 0.0784. (6) The peptide sequence is FTSLEYIEAAKWLLP. The MHC is DRB1_1201 with pseudo-sequence DRB1_1201. The binding affinity (normalized) is 0.192. (7) The peptide sequence is TVFGSAFQGLFGGLNKK. The MHC is DRB5_0101 with pseudo-sequence DRB5_0101. The binding affinity (normalized) is 1.00.